The task is: Regression. Given a peptide amino acid sequence and an MHC pseudo amino acid sequence, predict their binding affinity value. This is MHC class II binding data.. This data is from Peptide-MHC class II binding affinity with 134,281 pairs from IEDB. (1) The peptide sequence is IQSIPFVHLGHRDNI. The MHC is DRB1_1302 with pseudo-sequence DRB1_1302. The binding affinity (normalized) is 0.187. (2) The peptide sequence is PLALKEFKDFAAGRK. The MHC is DRB3_0101 with pseudo-sequence DRB3_0101. The binding affinity (normalized) is 0.249. (3) The peptide sequence is EKWYFAATQFEPLAA. The MHC is HLA-DQA10501-DQB10301 with pseudo-sequence HLA-DQA10501-DQB10301. The binding affinity (normalized) is 0.447. (4) The binding affinity (normalized) is 0.567. The MHC is DRB1_0101 with pseudo-sequence DRB1_0101. The peptide sequence is GELQIVDKIDAAFKQ. (5) The peptide sequence is PPDAASAAPLRTITA. The MHC is DRB4_0101 with pseudo-sequence DRB4_0103. The binding affinity (normalized) is 0.519. (6) The peptide sequence is VDKSKPKVYQWFD. The MHC is DRB5_0101 with pseudo-sequence DRB5_0101. The binding affinity (normalized) is 0.